This data is from Catalyst prediction with 721,799 reactions and 888 catalyst types from USPTO. The task is: Predict which catalyst facilitates the given reaction. (1) Reactant: [Cl:1][C:2]1[CH:3]=[CH:4][C:5]2[O:9][C:8]([SH:10])=[C:7]([CH3:11])[C:6]=2[CH:12]=1.Cl[C:14]1[N:15]=[N:16][C:17]([O:20][CH3:21])=[CH:18][CH:19]=1.C(=O)([O-])[O-].[K+].[K+]. Product: [Cl:1][C:2]1[CH:3]=[CH:4][C:5]2[O:9][C:8]([S:10][C:14]3[N:15]=[N:16][C:17]([O:20][CH3:21])=[CH:18][CH:19]=3)=[C:7]([CH3:11])[C:6]=2[CH:12]=1. The catalyst class is: 9. (2) Reactant: [CH3:1][NH:2][CH2:3][CH2:4][NH:5][C:6](=[O:12])[O:7][C:8]([CH3:11])([CH3:10])[CH3:9].[C:13](O[BH-](OC(=O)C)OC(=O)C)(=O)C.[Na+].[CH3:27][O:28][C:29]1[CH:36]=[C:35]([O:37][CH2:38][C:39]2[C:40]([CH3:51])=[C:41]([C:45]3[CH:50]=[CH:49][CH:48]=[CH:47][CH:46]=3)[CH:42]=[CH:43][CH:44]=2)[CH:34]=[C:33]([O:52][CH3:53])[C:30]=1C=O. The catalyst class is: 3. Product: [CH3:53][O:52][C:33]1[CH:34]=[C:35]([O:37][CH2:38][C:39]2[C:40]([CH3:51])=[C:41]([C:45]3[CH:46]=[CH:47][CH:48]=[CH:49][CH:50]=3)[CH:42]=[CH:43][CH:44]=2)[CH:36]=[C:29]([O:28][CH3:27])[C:30]=1[CH2:1][N:2]([CH3:13])[CH2:3][CH2:4][NH:5][C:6](=[O:12])[O:7][C:8]([CH3:9])([CH3:11])[CH3:10]. (3) Reactant: [CH3:1][C:2]1([CH3:34])[CH2:7][CH:6]([C:8]2[S:12][C:11]3[CH:13]=[CH:14][CH:15]=[C:16]([O:17]C)[C:10]=3[CH:9]=2)[CH2:5][CH2:4][N:3]1[CH2:19][C@H:20]([OH:33])[CH2:21][O:22][C:23]1[C:28]2[CH:29]=[C:30]([CH3:32])[O:31][C:27]=2[CH:26]=[CH:25][CH:24]=1.C([S-])C.[Na+]. Product: [CH3:1][C:2]1([CH3:34])[CH2:7][CH:6]([C:8]2[S:12][C:11]3[CH:13]=[CH:14][CH:15]=[C:16]([OH:17])[C:10]=3[CH:9]=2)[CH2:5][CH2:4][N:3]1[CH2:19][C@H:20]([OH:33])[CH2:21][O:22][C:23]1[C:28]2[CH:29]=[C:30]([CH3:32])[O:31][C:27]=2[CH:26]=[CH:25][CH:24]=1. The catalyst class is: 3. (4) Product: [CH3:19][C:20]1[C:24]([C:2]2[CH:3]=[C:4]3[C:8](=[CH:9][CH:10]=2)[NH:7][C:6](=[O:11])[C:5]3([CH3:18])[C:12]2[CH:17]=[CH:16][CH:15]=[CH:14][CH:13]=2)=[C:23]([CH3:28])[O:22][N:21]=1. Reactant: Br[C:2]1[CH:3]=[C:4]2[C:8](=[CH:9][CH:10]=1)[NH:7][C:6](=[O:11])[C:5]2([CH3:18])[C:12]1[CH:17]=[CH:16][CH:15]=[CH:14][CH:13]=1.[CH3:19][C:20]1[C:24](B(O)O)=[C:23]([CH3:28])[O:22][N:21]=1.C([O-])([O-])=O.[Cs+].[Cs+]. The catalyst class is: 70. (5) Reactant: [Cl:1][C:2]1[CH:3]=[N:4][C:5]([S:22][CH3:23])=[N:6][C:7]=1[C:8]([NH:10][NH:11][C:12]([NH:14][C:15]1[CH:20]=[CH:19][C:18]([F:21])=[CH:17][CH:16]=1)=[S:13])=O. Product: [Cl:1][C:2]1[C:7]([C:8]2[S:13][C:12]([NH:14][C:15]3[CH:20]=[CH:19][C:18]([F:21])=[CH:17][CH:16]=3)=[N:11][N:10]=2)=[N:6][C:5]([S:22][CH3:23])=[N:4][CH:3]=1. The catalyst class is: 445. (6) Reactant: [CH2:1]([O:5][CH2:6][CH2:7][O:8][C:9]1[CH:14]=[CH:13][C:12]([C:15]2[CH:16]=[CH:17][C:18]3[N:24]([CH2:25][CH:26]([CH3:28])[CH3:27])[CH2:23][CH2:22][C:21]([C:29]([NH:31][C:32]4[CH:37]=[CH:36][C:35]([S:38][CH2:39][C:40]5[N:44]([CH2:45][CH2:46][CH2:47][CH3:48])[CH:43]=[N:42][N:41]=5)=[CH:34][CH:33]=4)=[O:30])=[CH:20][C:19]=3[CH:49]=2)=[CH:11][CH:10]=1)[CH2:2][CH2:3][CH3:4].ClC1C=CC=C(C(OO)=[O:58])C=1.S([O-])([O-])(=O)=S.[Na+].[Na+]. Product: [CH2:1]([O:5][CH2:6][CH2:7][O:8][C:9]1[CH:10]=[CH:11][C:12]([C:15]2[CH:16]=[CH:17][C:18]3[N:24]([CH2:25][CH:26]([CH3:27])[CH3:28])[CH2:23][CH2:22][C:21]([C:29]([NH:31][C:32]4[CH:33]=[CH:34][C:35]([S:38]([CH2:39][C:40]5[N:44]([CH2:45][CH2:46][CH2:47][CH3:48])[CH:43]=[N:42][N:41]=5)=[O:58])=[CH:36][CH:37]=4)=[O:30])=[CH:20][C:19]=3[CH:49]=2)=[CH:13][CH:14]=1)[CH2:2][CH2:3][CH3:4]. The catalyst class is: 4. (7) Reactant: [OH:1][CH2:2][CH2:3][C:4]1[CH:5]=[C:6]([OH:10])[CH:7]=[CH:8][CH:9]=1.[N:11]1([CH2:17][CH2:18][O:19][C:20]2[CH:25]=[CH:24][C:23](O)=[CH:22][CH:21]=2)[CH2:16][CH2:15][CH2:14][CH2:13][CH2:12]1.C1(P(C2C=CC=CC=2)C2C=CC=CC=2)C=CC=CC=1.N(C(OCC)=O)=NC(OCC)=O. Product: [N:11]1([CH2:17][CH2:18][O:19][C:20]2[CH:21]=[CH:22][C:23]([O:1][CH2:2][CH2:3][C:4]3[CH:5]=[C:6]([OH:10])[CH:7]=[CH:8][CH:9]=3)=[CH:24][CH:25]=2)[CH2:16][CH2:15][CH2:14][CH2:13][CH2:12]1. The catalyst class is: 308.